This data is from Forward reaction prediction with 1.9M reactions from USPTO patents (1976-2016). The task is: Predict the product of the given reaction. (1) Given the reactants [C:1]([C:3]1[CH:4]=[C:5]([NH:9][C:10](=[O:33])[NH:11][C:12]2[CH:17]=[CH:16][C:15]([S:18]([NH:21][CH2:22][C:23]3[CH:28]=[CH:27][C:26]([S:29](=[O:32])(=[O:31])[NH2:30])=[CH:25][CH:24]=3)(=[O:20])=[O:19])=[CH:14][CH:13]=2)[CH:6]=[CH:7][CH:8]=1)#[N:2].[N:34]1([C:40]([O:42][C:43]([CH3:46])([CH3:45])[CH3:44])=[O:41])[CH2:39][CH2:38][NH:37][CH2:36][CH2:35]1, predict the reaction product. The product is: [NH:2]=[C:1]([C:3]1[CH:8]=[CH:7][CH:6]=[C:5]([NH:9][C:10]([NH:11][C:12]2[CH:17]=[CH:16][C:15]([S:18](=[O:20])(=[O:19])[NH:21][CH2:22][C:23]3[CH:28]=[CH:27][C:26]([S:29](=[O:32])(=[O:31])[NH2:30])=[CH:25][CH:24]=3)=[CH:14][CH:13]=2)=[O:33])[CH:4]=1)[N:37]1[CH2:36][CH2:35][N:34]([C:40]([O:42][C:43]([CH3:46])([CH3:45])[CH3:44])=[O:41])[CH2:39][CH2:38]1. (2) Given the reactants C[O:2][C:3]([C:5]1[CH:10]=[CH:9][C:8]([CH:11]2[CH2:16][CH2:15][N:14]([C:17]([O:19][CH2:20][C:21]3[CH:26]=[CH:25][CH:24]=[CH:23][CH:22]=3)=[O:18])[CH2:13][CH:12]2[O:27][CH2:28][C:29]2[CH:30]=[CH:31][C:32]3[O:37][CH2:36][C:35](=O)[N:34]([CH2:39][CH2:40][CH2:41][O:42][CH3:43])[C:33]=3[CH:44]=2)=[CH:7][CH:6]=1)=O.B1C2CCCC1CCC2.C(CN)O, predict the reaction product. The product is: [OH:2][CH2:3][C:5]1[CH:6]=[CH:7][C:8]([CH:11]2[CH2:16][CH2:15][N:14]([C:17]([O:19][CH2:20][C:21]3[CH:22]=[CH:23][CH:24]=[CH:25][CH:26]=3)=[O:18])[CH2:13][CH:12]2[O:27][CH2:28][C:29]2[CH:30]=[CH:31][C:32]3[O:37][CH2:36][CH2:35][N:34]([CH2:39][CH2:40][CH2:41][O:42][CH3:43])[C:33]=3[CH:44]=2)=[CH:9][CH:10]=1. (3) Given the reactants [Cl:1][C:2]1[CH:7]=[CH:6][C:5]([C:8](=O)[CH2:9][C:10](=O)[C:11]([F:14])([F:13])[F:12])=[CH:4][C:3]=1[CH3:17].[NH2:18][C:19]1[CH:23]=[CH:22][NH:21][N:20]=1, predict the reaction product. The product is: [Cl:1][C:2]1[CH:7]=[CH:6][C:5]([C:8]2[CH:9]=[C:10]([C:11]([F:14])([F:13])[F:12])[N:20]3[N:21]=[CH:22][CH:23]=[C:19]3[N:18]=2)=[CH:4][C:3]=1[CH3:17]. (4) Given the reactants [CH:1]1[C:10]2[C:5](=[CH:6][CH:7]=[CH:8][CH:9]=2)[CH:4]=[CH:3][C:2]=1[CH2:11][C:12]#[N:13].C(NC(C)C)(C)C.C([Li])CCC.[F:26][C:27]1[CH:28]=[C:29]([CH:32]=[C:33]([F:35])[CH:34]=1)[CH:30]=[O:31], predict the reaction product. The product is: [F:26][C:27]1[CH:28]=[C:29]([CH:30]([OH:31])[CH:11]([C:2]2[CH:3]=[CH:4][C:5]3[C:10](=[CH:9][CH:8]=[CH:7][CH:6]=3)[CH:1]=2)[C:12]#[N:13])[CH:32]=[C:33]([F:35])[CH:34]=1. (5) The product is: [CH3:11][C:3]1[C:4]2[N:8]=[CH:7][NH:6][C:5]=2[CH:9]=[CH:10][C:2]=1[C:12]#[N:13]. Given the reactants Br[C:2]1[CH:10]=[CH:9][C:5]2[NH:6][CH:7]=[N:8][C:4]=2[C:3]=1[CH3:11].[CH3:12][N:13](C=O)C, predict the reaction product. (6) Given the reactants [CH3:1][C:2]1([CH3:18])[C:6]([CH3:8])([CH3:7])[O:5][B:4]([C:9]2[CH:17]=[CH:16][C:12]([C:13]([OH:15])=O)=[CH:11][CH:10]=2)[O:3]1.O=S(Cl)Cl.[O:23]1[CH2:28][CH2:27][CH:26]([NH2:29])[CH2:25][CH2:24]1.C(N(CC)CC)C, predict the reaction product. The product is: [CH3:18][C:2]1([CH3:1])[C:6]([CH3:7])([CH3:8])[O:5][B:4]([C:9]2[CH:10]=[CH:11][C:12]([C:13]([NH:29][CH:26]3[CH2:27][CH2:28][O:23][CH2:24][CH2:25]3)=[O:15])=[CH:16][CH:17]=2)[O:3]1.